The task is: Regression/Classification. Given a drug SMILES string, predict its toxicity properties. Task type varies by dataset: regression for continuous values (e.g., LD50, hERG inhibition percentage) or binary classification for toxic/non-toxic outcomes (e.g., AMES mutagenicity, cardiotoxicity, hepatotoxicity). Dataset: ames.. This data is from Ames mutagenicity test results for genotoxicity prediction. (1) The drug is CC(C)CC=O. The result is 0 (non-mutagenic). (2) The compound is CNc1snc2ccccc12. The result is 0 (non-mutagenic).